From a dataset of Forward reaction prediction with 1.9M reactions from USPTO patents (1976-2016). Predict the product of the given reaction. (1) Given the reactants N1C=CC=CC=1.[FH:7].[O:8]1[C:10]2([CH2:15][CH2:14][N:13]([C:16]([O:18][CH2:19][C:20]3[CH:25]=[CH:24][CH:23]=[CH:22][CH:21]=3)=[O:17])[CH2:12][CH2:11]2)[CH2:9]1.C(=O)(O)[O-].[Na+], predict the reaction product. The product is: [F:7][C:10]1([CH2:9][OH:8])[CH2:15][CH2:14][N:13]([C:16]([O:18][CH2:19][C:20]2[CH:25]=[CH:24][CH:23]=[CH:22][CH:21]=2)=[O:17])[CH2:12][CH2:11]1. (2) Given the reactants C(O[C:6](=O)[NH:7][CH2:8][CH2:9][NH:10][CH:11]1[CH2:14][N:13]([C:15]([C:17]2[S:21][C:20]3[CH:22]=[C:23]([C:26]([F:29])([F:28])[F:27])[CH:24]=[CH:25][C:19]=3[CH:18]=2)=[O:16])[CH2:12]1)(C)(C)C.CCN(CC)CC.ClC[C:40](Cl)=[O:41].C([O-])([O-])=O.[K+].[K+].Br[C:50]1[N:55]=[CH:54][CH:53]=[CH:52][N:51]=1, predict the reaction product. The product is: [N:51]1[CH:52]=[CH:53][CH:54]=[N:55][C:50]=1[N:7]1[CH2:8][CH2:9][N:10]([CH:11]2[CH2:14][N:13]([C:15]([C:17]3[S:21][C:20]4[CH:22]=[C:23]([C:26]([F:27])([F:29])[F:28])[CH:24]=[CH:25][C:19]=4[CH:18]=3)=[O:16])[CH2:12]2)[C:40](=[O:41])[CH2:6]1.